This data is from NCI-60 drug combinations with 297,098 pairs across 59 cell lines. The task is: Regression. Given two drug SMILES strings and cell line genomic features, predict the synergy score measuring deviation from expected non-interaction effect. Drug 1: C1CCC(C(C1)N)N.C(=O)(C(=O)[O-])[O-].[Pt+4]. Drug 2: CC(C)CN1C=NC2=C1C3=CC=CC=C3N=C2N. Cell line: SW-620. Synergy scores: CSS=45.0, Synergy_ZIP=-1.17, Synergy_Bliss=-3.00, Synergy_Loewe=-4.12, Synergy_HSA=-4.62.